This data is from NCI-60 drug combinations with 297,098 pairs across 59 cell lines. The task is: Regression. Given two drug SMILES strings and cell line genomic features, predict the synergy score measuring deviation from expected non-interaction effect. (1) Drug 1: CC1C(C(CC(O1)OC2CC(CC3=C2C(=C4C(=C3O)C(=O)C5=C(C4=O)C(=CC=C5)OC)O)(C(=O)CO)O)N)O.Cl. Drug 2: CC1C(C(CC(O1)OC2CC(CC3=C2C(=C4C(=C3O)C(=O)C5=C(C4=O)C(=CC=C5)OC)O)(C(=O)C)O)N)O.Cl. Cell line: HCT-15. Synergy scores: CSS=27.2, Synergy_ZIP=4.96, Synergy_Bliss=3.43, Synergy_Loewe=-10.8, Synergy_HSA=0.278. (2) Drug 1: CC(C1=C(C=CC(=C1Cl)F)Cl)OC2=C(N=CC(=C2)C3=CN(N=C3)C4CCNCC4)N. Drug 2: CC12CCC3C(C1CCC2OP(=O)(O)O)CCC4=C3C=CC(=C4)OC(=O)N(CCCl)CCCl.[Na+]. Cell line: HCT-15. Synergy scores: CSS=-2.86, Synergy_ZIP=-5.41, Synergy_Bliss=-12.6, Synergy_Loewe=-14.8, Synergy_HSA=-13.9. (3) Drug 1: C1=NC2=C(N=C(N=C2N1C3C(C(C(O3)CO)O)F)Cl)N. Drug 2: CC1CCCC2(C(O2)CC(NC(=O)CC(C(C(=O)C(C1O)C)(C)C)O)C(=CC3=CSC(=N3)C)C)C. Cell line: OVCAR3. Synergy scores: CSS=35.7, Synergy_ZIP=0.931, Synergy_Bliss=-5.63, Synergy_Loewe=-25.9, Synergy_HSA=-9.09. (4) Drug 1: C1CCN(CC1)CCOC2=CC=C(C=C2)C(=O)C3=C(SC4=C3C=CC(=C4)O)C5=CC=C(C=C5)O. Drug 2: CC1=C(C(=O)C2=C(C1=O)N3CC4C(C3(C2COC(=O)N)OC)N4)N. Cell line: ACHN. Synergy scores: CSS=53.1, Synergy_ZIP=1.03, Synergy_Bliss=1.26, Synergy_Loewe=-27.8, Synergy_HSA=0.0139. (5) Drug 1: C1CCN(CC1)CCOC2=CC=C(C=C2)C(=O)C3=C(SC4=C3C=CC(=C4)O)C5=CC=C(C=C5)O. Drug 2: CC1=C2C(C(=O)C3(C(CC4C(C3C(C(C2(C)C)(CC1OC(=O)C(C(C5=CC=CC=C5)NC(=O)OC(C)(C)C)O)O)OC(=O)C6=CC=CC=C6)(CO4)OC(=O)C)OC)C)OC. Cell line: SK-MEL-2. Synergy scores: CSS=54.6, Synergy_ZIP=12.1, Synergy_Bliss=11.8, Synergy_Loewe=-21.7, Synergy_HSA=10.0. (6) Drug 1: CC1=C2C(C(=O)C3(C(CC4C(C3C(C(C2(C)C)(CC1OC(=O)C(C(C5=CC=CC=C5)NC(=O)C6=CC=CC=C6)O)O)OC(=O)C7=CC=CC=C7)(CO4)OC(=O)C)O)C)OC(=O)C. Drug 2: CC12CCC3C(C1CCC2O)C(CC4=C3C=CC(=C4)O)CCCCCCCCCS(=O)CCCC(C(F)(F)F)(F)F. Cell line: SK-OV-3. Synergy scores: CSS=-2.75, Synergy_ZIP=-0.748, Synergy_Bliss=-5.38, Synergy_Loewe=-2.32, Synergy_HSA=-5.99. (7) Drug 1: C1=CC(=CC=C1CCC2=CNC3=C2C(=O)NC(=N3)N)C(=O)NC(CCC(=O)O)C(=O)O. Drug 2: C1=CC=C(C(=C1)C(C2=CC=C(C=C2)Cl)C(Cl)Cl)Cl. Cell line: SF-268. Synergy scores: CSS=13.8, Synergy_ZIP=-3.86, Synergy_Bliss=-1.21, Synergy_Loewe=-38.1, Synergy_HSA=-1.18. (8) Drug 1: CN1C2=C(C=C(C=C2)N(CCCl)CCCl)N=C1CCCC(=O)O.Cl. Drug 2: C1C(C(OC1N2C=NC3=C2NC=NCC3O)CO)O. Cell line: MDA-MB-231. Synergy scores: CSS=5.43, Synergy_ZIP=-2.66, Synergy_Bliss=-1.88, Synergy_Loewe=-0.473, Synergy_HSA=-0.358.